From a dataset of Full USPTO retrosynthesis dataset with 1.9M reactions from patents (1976-2016). Predict the reactants needed to synthesize the given product. (1) Given the product [F-:34].[F-:34].[CH3:3][C:4]1[C:5]([CH3:20])=[C:6]([CH3:19])[C:7]([Zr+2:10][C:11]2([CH2:16][CH2:17][CH3:18])[CH:12]=[CH:13][CH:14]=[CH:15]2)([CH3:9])[CH:8]=1, predict the reactants needed to synthesize it. The reactants are: [Cl-].[Cl-].[CH3:3][C:4]1[C:5]([CH3:20])=[C:6]([CH3:19])[C:7]([Zr+2:10][C:11]2([CH2:16][CH2:17][CH3:18])[CH:15]=[CH:14][CH:13]=[CH:12]2)([CH3:9])[CH:8]=1.C([Sn]([F:34])(CCCC)CCCC)CCC.CCCCC. (2) Given the product [CH2:21]([O:11][C:10](=[O:12])[C@@H:9]([NH:8][C:6]([O:5][C:1]([CH3:4])([CH3:3])[CH3:2])=[O:7])[CH2:13][CH3:14])[C:22]1[CH:27]=[CH:26][CH:25]=[CH:24][CH:23]=1, predict the reactants needed to synthesize it. The reactants are: [C:1]([O:5][C:6]([NH:8][C@@H:9]([CH2:13][CH3:14])[C:10]([OH:12])=[O:11])=[O:7])([CH3:4])([CH3:3])[CH3:2].C(=O)([O-])[O-].[K+].[K+].[CH2:21](Br)[C:22]1[CH:27]=[CH:26][CH:25]=[CH:24][CH:23]=1. (3) The reactants are: C(O)=O.C(OC(=O)[NH:10][CH:11]1[CH2:15][CH2:14][N:13]([CH2:16][C:17]2[O:18][C:19]3[CH:25]=[C:24]([O:26][C:27]4[S:28][C:29]5[C:30]([N:35]=4)=[N:31][CH:32]=[CH:33][CH:34]=5)[CH:23]=[CH:22][C:20]=3[CH:21]=2)[CH2:12]1)(C)(C)C.[ClH:37].O1CCOCC1. Given the product [ClH:37].[S:28]1[C:29]2[C:30](=[N:31][CH:32]=[CH:33][CH:34]=2)[N:35]=[C:27]1[O:26][C:24]1[CH:23]=[CH:22][C:20]2[CH:21]=[C:17]([CH2:16][N:13]3[CH2:14][CH2:15][CH:11]([NH2:10])[CH2:12]3)[O:18][C:19]=2[CH:25]=1, predict the reactants needed to synthesize it. (4) Given the product [OH:1][C:2]1([CH3:17])[C:14]2[NH:13][C:12]3[C:7](=[CH:8][C:9]([C:15]#[N:16])=[CH:10][CH:11]=3)[C:6]=2[CH2:5][CH2:4][CH2:3]1, predict the reactants needed to synthesize it. The reactants are: [O:1]=[C:2]1[C:14]2[NH:13][C:12]3[C:7](=[CH:8][C:9]([C:15]#[N:16])=[CH:10][CH:11]=3)[C:6]=2[CH2:5][CH2:4][CH2:3]1.[CH3:17][Mg]Cl.[NH4+].[Cl-]. (5) Given the product [N+:42]([C:30]1[C:31]([NH:33][C:34]2[CH:38]=[C:37]([CH:39]3[CH2:41][CH2:40]3)[NH:36][N:35]=2)=[N:32][C:27]([NH:8][C@H:9]([C:11]2[N:16]=[CH:15][C:14]([F:17])=[CH:13][N:12]=2)[CH3:10])=[N:28][CH:29]=1)([O-:44])=[O:43], predict the reactants needed to synthesize it. The reactants are: ClC1C(NC2C=C(OC)NN=2)=NC([NH:8][C@H:9]([C:11]2[N:16]=[CH:15][C:14]([F:17])=[CH:13][N:12]=2)[CH3:10])=NC=1.Cl[C:27]1[N:32]=[C:31]([NH:33][C:34]2[CH:38]=[C:37]([CH:39]3[CH2:41][CH2:40]3)[NH:36][N:35]=2)[C:30]([N+:42]([O-:44])=[O:43])=[CH:29][N:28]=1.CCN(C(C)C)C(C)C. (6) Given the product [CH2:11]([N:9]1[C:10]2[C:6](=[CH:5][CH:4]=[CH:3][C:2]=2[Cl:1])[C:7]([C:16]2[CH:21]=[CH:20][C:19]([OH:22])=[CH:18][C:17]=2[CH3:24])=[N:8]1)[CH:12]=[CH2:13], predict the reactants needed to synthesize it. The reactants are: [Cl:1][C:2]1[CH:3]=[CH:4][CH:5]=[C:6]2[C:10]=1[N:9]([CH:11]1CC[CH2:13][CH2:12]1)[N:8]=[C:7]2[C:16]1[CH:21]=[CH:20][C:19]([O:22]C)=[CH:18][C:17]=1[CH3:24].B(Br)(Br)Br.C1CCCCC=1.